This data is from Forward reaction prediction with 1.9M reactions from USPTO patents (1976-2016). The task is: Predict the product of the given reaction. (1) Given the reactants [CH3:1][O:2][C:3](=[O:19])[CH2:4][C:5]1[CH:10]=[CH:9][C:8]([O:11][CH2:12][C:13]2[CH:18]=[CH:17][CH:16]=[CH:15][CH:14]=2)=[CH:7][CH:6]=1.CO[CH:22](N(C)C)[N:23]([CH3:25])[CH3:24], predict the reaction product. The product is: [CH3:1][O:2][C:3](=[O:19])[C:4]([C:5]1[CH:10]=[CH:9][C:8]([O:11][CH2:12][C:13]2[CH:14]=[CH:15][CH:16]=[CH:17][CH:18]=2)=[CH:7][CH:6]=1)=[CH:22][N:23]([CH3:25])[CH3:24]. (2) Given the reactants Br[C:2]1[CH:10]=[CH:9][C:5]2[N:6]=[CH:7][NH:8][C:4]=2[CH:3]=1.[CH3:11][C:12]1[CH:19]=[CH:18][C:15]([CH2:16][NH2:17])=[CH:14][CH:13]=1.C1(P(C2CCCCC2)C2C=CC=CC=2C2C=CC=CC=2N(C)C)CCCCC1.C[Si]([N-][Si](C)(C)C)(C)C.[Li+].C1COCC1, predict the reaction product. The product is: [CH3:11][C:12]1[CH:19]=[CH:18][C:15]([CH2:16][NH:17][C:2]2[CH:10]=[CH:9][C:5]3[N:6]=[CH:7][NH:8][C:4]=3[CH:3]=2)=[CH:14][CH:13]=1. (3) Given the reactants [F:1][C:2]([F:43])([C:34]1[CH:39]=[CH:38][CH:37]=[C:36]([N+:40]([O-])=O)[CH:35]=1)[C:3]1[C:4]2[CH:25]=[CH:24][N:23]([CH2:26][O:27][CH2:28][CH2:29][Si:30]([CH3:33])([CH3:32])[CH3:31])[C:5]=2[N:6]=[C:7]([NH:9][C:10]2[CH:15]=[CH:14][C:13]([N:16]3[CH2:21][CH2:20][N:19]([CH3:22])[CH2:18][CH2:17]3)=[CH:12][CH:11]=2)[N:8]=1.O.[Cl-].[NH4+], predict the reaction product. The product is: [NH2:40][C:36]1[CH:35]=[C:34]([C:2]([F:1])([F:43])[C:3]2[C:4]3[CH:25]=[CH:24][N:23]([CH2:26][O:27][CH2:28][CH2:29][Si:30]([CH3:32])([CH3:31])[CH3:33])[C:5]=3[N:6]=[C:7]([NH:9][C:10]3[CH:11]=[CH:12][C:13]([N:16]4[CH2:17][CH2:18][N:19]([CH3:22])[CH2:20][CH2:21]4)=[CH:14][CH:15]=3)[N:8]=2)[CH:39]=[CH:38][CH:37]=1. (4) The product is: [NH:1]1[C:9]2[C:4](=[CH:5][C:6]([C:10]([NH:36][NH2:37])=[O:12])=[CH:7][CH:8]=2)[CH:3]=[CH:2]1. Given the reactants [NH:1]1[C:9]2[C:4](=[CH:5][C:6]([C:10]([OH:12])=O)=[CH:7][CH:8]=2)[CH:3]=[CH:2]1.F[P-](F)(F)(F)(F)F.CN(C)C(F)=[N+](C)C.C(N(CC)CC)C.O.[NH2:36][NH2:37], predict the reaction product. (5) Given the reactants [CH3:1][N:2]([CH:10]1[CH2:15][CH2:14][C:13]([C:16]2[C:24]3[C:19](=[CH:20][C:21]([N+:25]([O-])=O)=[CH:22][CH:23]=3)[NH:18][CH:17]=2)=[CH:12][CH2:11]1)[C:3](=[O:9])[O:4][C:5]([CH3:8])([CH3:7])[CH3:6].O.NN.[CH3:31]O, predict the reaction product. The product is: [NH2:25][C:21]1[CH:20]=[C:19]2[C:24]([C:16]([C:13]3[CH2:14][CH2:15][CH:10]([N:2]([CH2:1][CH3:31])[C:3](=[O:9])[O:4][C:5]([CH3:8])([CH3:7])[CH3:6])[CH2:11][CH:12]=3)=[CH:17][NH:18]2)=[CH:23][CH:22]=1. (6) Given the reactants [C:1]([N:4]1[CH2:9][CH2:8][N:7]([C:10]2[CH:15]=[CH:14][C:13]([NH:16][C:17]3[N:22]=[C:21]([NH:23][CH2:24][CH:25]4[CH2:30][CH2:29][NH:28][CH2:27][CH2:26]4)[C:20]([C:31]([NH2:33])=[O:32])=[CH:19][N:18]=3)=[CH:12][CH:11]=2)[CH2:6][CH2:5]1)(=[O:3])[CH3:2].C(N(CC)CC)C.[C:41](OC(=O)C)(=[O:43])[CH3:42], predict the reaction product. The product is: [C:1]([N:4]1[CH2:5][CH2:6][N:7]([C:10]2[CH:11]=[CH:12][C:13]([NH:16][C:17]3[N:22]=[C:21]([NH:23][CH2:24][CH:25]4[CH2:30][CH2:29][N:28]([C:41](=[O:43])[CH3:42])[CH2:27][CH2:26]4)[C:20]([C:31]([NH2:33])=[O:32])=[CH:19][N:18]=3)=[CH:14][CH:15]=2)[CH2:8][CH2:9]1)(=[O:3])[CH3:2].